From a dataset of Forward reaction prediction with 1.9M reactions from USPTO patents (1976-2016). Predict the product of the given reaction. (1) Given the reactants [F:1][C:2]1[CH:7]=[CH:6][C:5]([C:8]([C:15]2[CH:16]=[N:17][C:18]([N:21]3[CH2:26][CH2:25][N:24]([C:27]([O-:29])=[O:28])[CH2:23][CH2:22]3)=[N:19][CH:20]=2)([CH2:13][OH:14])[C:9]([O:11]C)=O)=[CH:4][CH:3]=1.[Li+].[BH4-], predict the reaction product. The product is: [F:1][C:2]1[CH:3]=[CH:4][C:5]([C:8]([C:15]2[CH:16]=[N:17][C:18]([N:21]3[CH2:26][CH2:25][N:24]([C:27]([O:29][C:5]([CH3:8])([CH3:6])[CH3:4])=[O:28])[CH2:23][CH2:22]3)=[N:19][CH:20]=2)([CH2:13][OH:14])[CH2:9][OH:11])=[CH:6][CH:7]=1. (2) Given the reactants [F:1][C:2]([F:28])([F:27])[CH2:3][O:4][C:5]1[CH:20]=[CH:19][C:18]([O:21][CH2:22][C:23]([F:26])([F:25])[F:24])=[CH:17][C:6]=1[C:7]([NH:9][CH2:10][C:11]1[CH:16]=[CH:15][CH:14]=[CH:13][N:12]=1)=[O:8].[H][H], predict the reaction product. The product is: [F:28][C:2]([F:1])([F:27])[CH2:3][O:4][C:5]1[CH:20]=[CH:19][C:18]([O:21][CH2:22][C:23]([F:26])([F:25])[F:24])=[CH:17][C:6]=1[C:7]([NH:9][CH2:10][CH:11]1[CH2:16][CH2:15][CH2:14][CH2:13][NH:12]1)=[O:8].